From a dataset of Forward reaction prediction with 1.9M reactions from USPTO patents (1976-2016). Predict the product of the given reaction. Given the reactants Br[C:2]1[S:6][C:5]([CH:7]=[O:8])=[CH:4][CH:3]=1.[OH:9][CH2:10][C:11]1[CH:16]=[CH:15][C:14](B(O)O)=[CH:13][CH:12]=1.C(=O)([O-])[O-].[K+].[K+], predict the reaction product. The product is: [OH:9][CH2:10][C:11]1[CH:16]=[CH:15][C:14]([C:2]2[S:6][C:5]([CH:7]=[O:8])=[CH:4][CH:3]=2)=[CH:13][CH:12]=1.